Task: Predict the product of the given reaction.. Dataset: Forward reaction prediction with 1.9M reactions from USPTO patents (1976-2016) (1) The product is: [ClH:17].[NH2:13][C:6]1[C:7]2[CH2:8][CH2:9][CH2:10][CH2:11][C:12]=2[C:3]([C:1]#[N:2])=[CH:4][CH:5]=1. Given the reactants [C:1]([C:3]1[C:12]2[CH2:11][CH2:10][CH2:9][CH2:8][C:7]=2[C:6]([NH:13]C(=O)C)=[CH:5][CH:4]=1)#[N:2].[ClH:17], predict the reaction product. (2) The product is: [Cl:16][C:17]1[CH:22]=[C:21]([C:23]([F:26])([F:25])[F:24])[CH:20]=[CH:19][C:18]=1[S:27]([N:9]1[CH2:8][CH2:7][C:6]2([C:4](=[O:5])[N:38]([C:37]3[CH:39]=[CH:40][C:34]([O:33][C:32]([F:31])([F:41])[F:42])=[CH:35][CH:36]=3)[CH2:13][CH2:12]2)[CH2:11][CH2:10]1)(=[O:29])=[O:28]. Given the reactants C(O[C:4]([C:6]1([CH2:12][CH2:13]OC)[CH2:11][CH2:10][NH:9][CH2:8][CH2:7]1)=[O:5])C.[Cl:16][C:17]1[CH:22]=[C:21]([C:23]([F:26])([F:25])[F:24])[CH:20]=[CH:19][C:18]=1[S:27](Cl)(=[O:29])=[O:28].[F:31][C:32]([F:42])([F:41])[O:33][C:34]1[CH:40]=[CH:39][C:37]([NH2:38])=[CH:36][CH:35]=1, predict the reaction product. (3) Given the reactants [CH2:1]=[CH:2][C:3]1[CH:8]=[CH:7][CH:6]=[CH:5][CH:4]=1.[Li:9][CH2:10][CH2:11][CH2:12][CH3:13].[CH2:14]=[CH:15][CH:16]=[CH2:17], predict the reaction product. The product is: [CH2:1]=[CH:2][C:3]1[CH:8]=[CH:7][CH:6]=[CH:5][CH:4]=1.[CH2:10]=[CH:11][CH:12]=[CH2:13].[CH:15]([Li:9])([CH2:16][CH3:17])[CH3:14]. (4) Given the reactants C([O-])(=O)C.[Na+].[CH2:6]([NH:10][C:11]1[CH:16]=[CH:15][N:14]2[N:17]=[CH:18][CH:19]=[C:13]2[N:12]=1)[CH2:7][CH2:8][CH3:9].[Br:20]Br.C(=O)(O)[O-].[Na+], predict the reaction product. The product is: [Br:20][C:19]1[CH:18]=[N:17][N:14]2[CH:15]=[CH:16][C:11]([NH:10][CH2:6][CH2:7][CH2:8][CH3:9])=[N:12][C:13]=12. (5) The product is: [CH3:30][O:29][C:26]1[CH:27]=[C:28]2[C:23](=[CH:24][C:25]=1[O:31][CH3:32])[N:22]=[CH:21][CH:20]=[C:19]2[O:18][C:17]1[CH:33]=[CH:34][C:14]([S:13]([CH2:12][CH2:11][O:10][C:9]2[CH:8]=[CH:7][C:6]([F:5])=[CH:36][C:35]=2[N+:1]([O-:4])=[O:2])=[O:38])=[CH:15][CH:16]=1. Given the reactants [N+:1]([O-:4])(O)=[O:2].[F:5][C:6]1[CH:36]=[CH:35][C:9]([O:10][CH2:11][CH2:12][S:13][C:14]2[CH:34]=[CH:33][C:17]([O:18][C:19]3[C:28]4[C:23](=[CH:24][C:25]([O:31][CH3:32])=[C:26]([O:29][CH3:30])[CH:27]=4)[N:22]=[CH:21][CH:20]=3)=[CH:16][CH:15]=2)=[CH:8][CH:7]=1.C(=O)([O-])[OH:38].[Na+], predict the reaction product.